From a dataset of NCI-60 drug combinations with 297,098 pairs across 59 cell lines. Regression. Given two drug SMILES strings and cell line genomic features, predict the synergy score measuring deviation from expected non-interaction effect. (1) Cell line: A549. Drug 2: C1CN(P(=O)(OC1)NCCCl)CCCl. Drug 1: COC1=C2C(=CC3=C1OC=C3)C=CC(=O)O2. Synergy scores: CSS=2.63, Synergy_ZIP=-2.17, Synergy_Bliss=-2.29, Synergy_Loewe=-3.50, Synergy_HSA=-0.900. (2) Drug 1: CN1C2=C(C=C(C=C2)N(CCCl)CCCl)N=C1CCCC(=O)O.Cl. Drug 2: CC1=C(C=C(C=C1)C(=O)NC2=CC(=CC(=C2)C(F)(F)F)N3C=C(N=C3)C)NC4=NC=CC(=N4)C5=CN=CC=C5. Cell line: EKVX. Synergy scores: CSS=4.96, Synergy_ZIP=-3.97, Synergy_Bliss=-4.36, Synergy_Loewe=-2.09, Synergy_HSA=-3.10. (3) Drug 1: COC1=C(C=C2C(=C1)N=CN=C2NC3=CC(=C(C=C3)F)Cl)OCCCN4CCOCC4. Drug 2: CCC1=C2CN3C(=CC4=C(C3=O)COC(=O)C4(CC)O)C2=NC5=C1C=C(C=C5)O. Cell line: PC-3. Synergy scores: CSS=31.0, Synergy_ZIP=-6.57, Synergy_Bliss=0.989, Synergy_Loewe=3.74, Synergy_HSA=5.32. (4) Synergy scores: CSS=59.3, Synergy_ZIP=-0.477, Synergy_Bliss=0.301, Synergy_Loewe=0.355, Synergy_HSA=0.144. Drug 1: CC1C(C(CC(O1)OC2CC(OC(C2O)C)OC3=CC4=CC5=C(C(=O)C(C(C5)C(C(=O)C(C(C)O)O)OC)OC6CC(C(C(O6)C)O)OC7CC(C(C(O7)C)O)OC8CC(C(C(O8)C)O)(C)O)C(=C4C(=C3C)O)O)O)O. Cell line: SW-620. Drug 2: CC1CCC2CC(C(=CC=CC=CC(CC(C(=O)C(C(C(=CC(C(=O)CC(OC(=O)C3CCCCN3C(=O)C(=O)C1(O2)O)C(C)CC4CCC(C(C4)OC)O)C)C)O)OC)C)C)C)OC. (5) Drug 1: CNC(=O)C1=CC=CC=C1SC2=CC3=C(C=C2)C(=NN3)C=CC4=CC=CC=N4. Drug 2: CC1=C2C(C(=O)C3(C(CC4C(C3C(C(C2(C)C)(CC1OC(=O)C(C(C5=CC=CC=C5)NC(=O)OC(C)(C)C)O)O)OC(=O)C6=CC=CC=C6)(CO4)OC(=O)C)OC)C)OC. Cell line: BT-549. Synergy scores: CSS=55.8, Synergy_ZIP=10.1, Synergy_Bliss=9.31, Synergy_Loewe=-21.5, Synergy_HSA=8.50. (6) Drug 1: CC1=C2C(C(=O)C3(C(CC4C(C3C(C(C2(C)C)(CC1OC(=O)C(C(C5=CC=CC=C5)NC(=O)C6=CC=CC=C6)O)O)OC(=O)C7=CC=CC=C7)(CO4)OC(=O)C)O)C)OC(=O)C. Drug 2: CCC1=C2N=C(C=C(N2N=C1)NCC3=C[N+](=CC=C3)[O-])N4CCCCC4CCO. Cell line: UACC62. Synergy scores: CSS=64.6, Synergy_ZIP=-1.08, Synergy_Bliss=-0.892, Synergy_Loewe=-0.467, Synergy_HSA=3.97. (7) Drug 1: CC1C(C(CC(O1)OC2CC(CC3=C2C(=C4C(=C3O)C(=O)C5=C(C4=O)C(=CC=C5)OC)O)(C(=O)C)O)N)O.Cl. Drug 2: CCN(CC)CCNC(=O)C1=C(NC(=C1C)C=C2C3=C(C=CC(=C3)F)NC2=O)C. Cell line: A549. Synergy scores: CSS=27.5, Synergy_ZIP=-0.812, Synergy_Bliss=4.10, Synergy_Loewe=-15.3, Synergy_HSA=2.85. (8) Drug 1: CC1OCC2C(O1)C(C(C(O2)OC3C4COC(=O)C4C(C5=CC6=C(C=C35)OCO6)C7=CC(=C(C(=C7)OC)O)OC)O)O. Drug 2: CCC(=C(C1=CC=CC=C1)C2=CC=C(C=C2)OCCN(C)C)C3=CC=CC=C3.C(C(=O)O)C(CC(=O)O)(C(=O)O)O. Cell line: OVCAR3. Synergy scores: CSS=32.0, Synergy_ZIP=-3.36, Synergy_Bliss=2.91, Synergy_Loewe=-3.17, Synergy_HSA=2.06.